Dataset: Full USPTO retrosynthesis dataset with 1.9M reactions from patents (1976-2016). Task: Predict the reactants needed to synthesize the given product. Given the product [C:1]([O:5][C:6](=[O:44])[N:7]([CH2:33][C:34]1[CH:43]=[CH:42][C:37]2[O:38][CH2:39][CH2:40][O:41][C:36]=2[CH:35]=1)[CH:8]1[CH2:9][CH2:10][N:11]([CH2:14][CH2:15][N:16]2[C:25]3[C:20](=[C:21]([C:28](=[N:47][OH:46])[CH2:29][CH3:30])[CH:22]=[C:23]([O:26][CH3:27])[CH:24]=3)[CH:19]=[CH:18][C:17]2=[O:32])[CH2:12][CH2:13]1)([CH3:2])([CH3:4])[CH3:3], predict the reactants needed to synthesize it. The reactants are: [C:1]([O:5][C:6](=[O:44])[N:7]([CH2:33][C:34]1[CH:43]=[CH:42][C:37]2[O:38][CH2:39][CH2:40][O:41][C:36]=2[CH:35]=1)[CH:8]1[CH2:13][CH2:12][N:11]([CH2:14][CH2:15][N:16]2[C:25]3[C:20](=[C:21]([C:28](=O)[CH2:29][CH3:30])[CH:22]=[C:23]([O:26][CH3:27])[CH:24]=3)[CH:19]=[CH:18][C:17]2=[O:32])[CH2:10][CH2:9]1)([CH3:4])([CH3:3])[CH3:2].[Cl-].[OH:46][NH3+:47].C(=O)([O-])O.[Na+].